Dataset: Reaction yield outcomes from USPTO patents with 853,638 reactions. Task: Predict the reaction yield, written as a fraction of the theoretical maximum amount of product (1.0 means a 100% yield; for example, 0.34 means a 34% yield). (1) The reactants are [CH2:1]([C:3]1[CH:4]=[C:5]2[C:9](=[CH:10][C:11]=1[N+:12]([O-])=O)[NH:8][CH:7]=[CH:6]2)[CH3:2]. The catalyst is [Ni]. The product is [CH2:1]([C:3]1[CH:4]=[C:5]2[C:9](=[CH:10][C:11]=1[NH2:12])[NH:8][CH:7]=[CH:6]2)[CH3:2]. The yield is 0.480. (2) The reactants are [CH:1]([Si:3]([CH:6]=[CH2:7])(Cl)Cl)=[CH2:2].[CH3:8][C:9]([CH3:12])([O-:11])[CH3:10].[K+].[Cl-].[K+]. The catalyst is CCCCCC. The product is [CH:1]([Si:3]([CH:6]=[CH2:7])([O:11][C:9]([CH3:12])([CH3:10])[CH3:8])[O:11][C:9]([CH3:12])([CH3:10])[CH3:8])=[CH2:2]. The yield is 0.565. (3) The reactants are C1(P(=O)(C2C=CC=CC=2)C2C=CC=CC=2)C=CC=CC=1.FC(F)(F)S(OS(C(F)(F)F)(=O)=O)(=O)=O.C([S:43][CH:44]([CH2:73][N:74]1[CH2:79][CH2:78][O:77][CH2:76][CH2:75]1)[CH2:45][NH:46][C:47]([C:49]1[NH:50][C:51]2[C:56]([CH:57]=1)=[CH:55][C:54]([O:58][C:59]([F:62])([F:61])[F:60])=[CH:53][C:52]=2[N:63]([CH3:72])[S:64]([C:67]1[S:68][CH:69]=[CH:70][CH:71]=1)(=[O:66])=[O:65])=O)C1C=CC=CC=1.CSC. The catalyst is ClCCl.O. The product is [CH3:72][N:63]([C:52]1[CH:53]=[C:54]([O:58][C:59]([F:62])([F:60])[F:61])[CH:55]=[C:56]2[C:51]=1[NH:50][C:49]([C:47]1[S:43][CH:44]([CH2:73][N:74]3[CH2:79][CH2:78][O:77][CH2:76][CH2:75]3)[CH2:45][N:46]=1)=[CH:57]2)[S:64]([C:67]1[S:68][CH:69]=[CH:70][CH:71]=1)(=[O:65])=[O:66]. The yield is 0.440.